From a dataset of Full USPTO retrosynthesis dataset with 1.9M reactions from patents (1976-2016). Predict the reactants needed to synthesize the given product. Given the product [F:15][C:16]1[CH:17]=[C:18]([CH:21]=[CH:22][C:23]=1[S:8][C:5]1[CH:6]=[CH:7][C:2]([F:1])=[CH:3][CH:4]=1)[CH:19]=[O:20], predict the reactants needed to synthesize it. The reactants are: [F:1][C:2]1[CH:7]=[CH:6][C:5]([SH:8])=[CH:4][CH:3]=1.C(=O)([O-])[O-].[K+].[K+].[F:15][C:16]1[CH:17]=[C:18]([CH:21]=[CH:22][C:23]=1F)[CH:19]=[O:20].